Dataset: Aqueous solubility values for 9,982 compounds from the AqSolDB database. Task: Regression/Classification. Given a drug SMILES string, predict its absorption, distribution, metabolism, or excretion properties. Task type varies by dataset: regression for continuous measurements (e.g., permeability, clearance, half-life) or binary classification for categorical outcomes (e.g., BBB penetration, CYP inhibition). For this dataset (solubility_aqsoldb), we predict Y. (1) The compound is CC(=O)c1c(C)ncc(C(=O)O)c1C(=O)O. The Y is -1.35 log mol/L. (2) The molecule is O=[N+]([O-])[O-].O=[N+]([O-])[O-].[Ba+2]. The Y is -0.444 log mol/L. (3) The Y is -4.69 log mol/L. The compound is c1ccc2c(c1)OCCOCCOc1ccccc1OCCOCCO2. (4) The drug is C[N+](C)(C)C.O=C([O-])c1ccccc1C(=O)O. The Y is 0.621 log mol/L.